This data is from Reaction yield outcomes from USPTO patents with 853,638 reactions. The task is: Predict the reaction yield, written as a fraction of the theoretical maximum amount of product (1.0 means a 100% yield; for example, 0.34 means a 34% yield). The reactants are [F:1][C:2]([F:28])([F:27])[C:3]1[CH:4]=[C:5]([NH:13][C:14](=[O:26])[C:15]2[CH:20]=[C:19](I)[CH:18]=[CH:17][C:16]=2[O:22][CH2:23][O:24][CH3:25])[CH:6]=[C:7]([C:9]([F:12])([F:11])[F:10])[CH:8]=1.C([Sn](CCCC)(CCCC)[C:34]1[CH:39]=[CH:38][CH:37]=[CH:36][N:35]=1)CCC.O. The catalyst is CN(C)C=O.Cl[Pd](Cl)([P](C1C=CC=CC=1)(C1C=CC=CC=1)C1C=CC=CC=1)[P](C1C=CC=CC=1)(C1C=CC=CC=1)C1C=CC=CC=1. The product is [F:1][C:2]([F:28])([F:27])[C:3]1[CH:4]=[C:5]([NH:13][C:14](=[O:26])[C:15]2[CH:20]=[C:19]([C:34]3[CH:39]=[CH:38][CH:37]=[CH:36][N:35]=3)[CH:18]=[CH:17][C:16]=2[O:22][CH2:23][O:24][CH3:25])[CH:6]=[C:7]([C:9]([F:12])([F:11])[F:10])[CH:8]=1. The yield is 0.208.